This data is from Peptide-MHC class I binding affinity with 185,985 pairs from IEDB/IMGT. The task is: Regression. Given a peptide amino acid sequence and an MHC pseudo amino acid sequence, predict their binding affinity value. This is MHC class I binding data. (1) The peptide sequence is QMWKCLIRL. The MHC is HLA-A02:06 with pseudo-sequence HLA-A02:06. The binding affinity (normalized) is 0.502. (2) The peptide sequence is LPMTVAAMG. The MHC is HLA-B53:01 with pseudo-sequence HLA-B53:01. The binding affinity (normalized) is 0.245. (3) The peptide sequence is SQNPLAELK. The MHC is HLA-A68:01 with pseudo-sequence HLA-A68:01. The binding affinity (normalized) is 0. (4) The peptide sequence is GGKKKYKL. The MHC is HLA-B44:03 with pseudo-sequence HLA-B44:03. The binding affinity (normalized) is 0. (5) The peptide sequence is LTNLSEQMLV. The MHC is HLA-A02:01 with pseudo-sequence HLA-A02:01. The binding affinity (normalized) is 0.254. (6) The peptide sequence is LLLLVVMMCC. The MHC is HLA-A02:03 with pseudo-sequence HLA-A02:03. The binding affinity (normalized) is 0.321.